From a dataset of Catalyst prediction with 721,799 reactions and 888 catalyst types from USPTO. Predict which catalyst facilitates the given reaction. (1) Reactant: [C:1]([CH:4]([CH2:7][CH2:8][CH3:9])[C:5]#[N:6])(=O)[CH3:2].O.[NH2:11][NH2:12]. Product: [CH3:2][C:1]1[C:4]([CH2:7][CH2:8][CH3:9])=[C:5]([NH2:6])[NH:12][N:11]=1. The catalyst class is: 8. (2) Reactant: [F:1][CH:2]1[CH:7]([C:8]2[CH:13]=[CH:12][C:11]([C:14]([O:16]C)=[O:15])=[CH:10][CH:9]=2)[CH2:6][CH2:5][N:4]([C:18]([O:20][C:21]([CH3:24])([CH3:23])[CH3:22])=[O:19])[CH2:3]1.CO.O.[OH-].[Li+]. Product: [C:21]([O:20][C:18]([N:4]1[CH2:5][CH2:6][CH:7]([C:8]2[CH:9]=[CH:10][C:11]([C:14]([OH:16])=[O:15])=[CH:12][CH:13]=2)[CH:2]([F:1])[CH2:3]1)=[O:19])([CH3:24])([CH3:22])[CH3:23]. The catalyst class is: 7. (3) Reactant: C(O)(C(F)(F)F)=O.[CH2:8]([O:50][CH:51]1[C@H:55]2[C@H:56](OC3CCCCO3)[N:57](C(OC(C)(C)C)=O)[C:58]3[CH:65]=[CH:64][C:63]([O:66][CH3:67])=[CH:62][C:59]=3[C:60](=[O:61])[N:54]2[CH2:53][C:52]1=[CH2:82])[CH2:9][CH2:10][CH2:11][CH2:12][CH2:13][CH2:14][CH2:15][CH2:16][O:17][CH:18]1[C@H:22]2[C@H:23](OC3CCCCO3)[N:24](C(OC(C)(C)C)=O)[C:25]3[CH:32]=[CH:31][C:30]([O:33][CH3:34])=[CH:29][C:26]=3[C:27](=[O:28])[N:21]2[CH2:20][C:19]1=[CH2:49].C([O-])(O)=O.[Na+]. Product: [CH2:16]([O:17][CH:18]1[C@@H:22]2[CH:23]=[N:24][C:25]3[CH:32]=[CH:31][C:30]([O:33][CH3:34])=[CH:29][C:26]=3[C:27](=[O:28])[N:21]2[CH2:20][C:19]1=[CH2:49])[CH2:15][CH2:14][CH2:13][CH2:12][CH2:11][CH2:10][CH2:9][CH2:8][O:50][CH:51]1[C@@H:55]2[CH:56]=[N:57][C:58]3[CH:65]=[CH:64][C:63]([O:66][CH3:67])=[CH:62][C:59]=3[C:60](=[O:61])[N:54]2[CH2:53][C:52]1=[CH2:82]. The catalyst class is: 254. (4) Reactant: [NH2:1][C:2]1[C:7]2=[C:8]([C:23]3[CH:24]=[CH:25][C:26]4[C:30]([CH:31]=3)=[N:29][N:28]([CH2:32][C:33]3[CH:38]=[CH:37][CH:36]=[CH:35][CH:34]=3)[CH:27]=4)[CH:9]=[C:10]([CH:11]3[CH2:15][CH2:14][N:13](C(OC(C)(C)C)=O)[CH2:12]3)[N:6]2[N:5]=[CH:4][N:3]=1.FC(F)(F)C(O)=O. Product: [CH2:32]([N:28]1[CH:27]=[C:26]2[C:30]([CH:31]=[C:23]([C:8]3[CH:9]=[C:10]([CH:11]4[CH2:15][CH2:14][NH:13][CH2:12]4)[N:6]4[C:7]=3[C:2]([NH2:1])=[N:3][CH:4]=[N:5]4)[CH:24]=[CH:25]2)=[N:29]1)[C:33]1[CH:34]=[CH:35][CH:36]=[CH:37][CH:38]=1. The catalyst class is: 4. (5) Reactant: C(N(CC)CC)C.[F:8][C:9]([F:22])([F:21])[S:10]([O:13]S(C(F)(F)F)(=O)=O)(=[O:12])=[O:11].[Cl:23][C:24]1[NH:29][C:28](=O)[C:27]([N+:31]([O-:33])=[O:32])=[C:26](O)[C:25]=1[CH3:35].[C:36]([O:40][C:41]([CH3:44])([CH3:43])[CH3:42])(=[O:39])[NH:37][NH2:38]. Product: [Cl:23][C:24]1[C:25]([CH3:35])=[C:26]([NH:38][NH:37][C:36]([O:40][C:41]([CH3:44])([CH3:43])[CH3:42])=[O:39])[C:27]([N+:31]([O-:33])=[O:32])=[C:28]([O:13][S:10]([C:9]([F:22])([F:21])[F:8])(=[O:12])=[O:11])[N:29]=1. The catalyst class is: 4. (6) Reactant: Br[C:2]1[CH:7]=[CH:6][CH:5]=[CH:4][C:3]=1[CH:8]([C:10]1[CH:11]=[N:12][CH:13]=[CH:14][CH:15]=1)[OH:9].C1COCC1.[Li]CCCC.[SiH:26](Cl)([CH3:28])[CH3:27]. Product: [CH3:27][Si:26]1([CH3:28])[C:2]2[CH:7]=[CH:6][CH:5]=[CH:4][C:3]=2[CH:8]([C:10]2[CH:11]=[N:12][CH:13]=[CH:14][CH:15]=2)[O:9]1. The catalyst class is: 28. (7) Reactant: [F:1][C:2]([F:25])([F:24])[C:3]([C:15]1[CH:16]=[C:17]2[C:21](=[CH:22][CH:23]=1)[NH:20][N:19]=[CH:18]2)([C:5]1[C:13]2[C:8](=[CH:9][CH:10]=[CH:11][CH:12]=2)[N:7]([CH3:14])[CH:6]=1)[OH:4].[N:26]1[CH:31]=[CH:30][CH:29]=[CH:28][CH:27]=1. Product: [F:25][C:2]([F:1])([F:24])[C:3]([C:5]1[C:13]2[C:8](=[CH:9][CH:10]=[CH:11][CH:12]=2)[N:7]([CH3:14])[CH:6]=1)([C:15]1[CH:16]=[C:17]2[C:21](=[CH:22][CH:23]=1)[N:20]([C:28]1[CH:27]=[N:26][CH:31]=[CH:30][CH:29]=1)[N:19]=[CH:18]2)[OH:4]. The catalyst class is: 221.